From a dataset of Forward reaction prediction with 1.9M reactions from USPTO patents (1976-2016). Predict the product of the given reaction. (1) Given the reactants I.[I:2][C:3]1[N:8]=[N:7][C:6]([NH2:9])=[CH:5][CH:4]=1.[F:10][C:11]([F:24])([F:23])[O:12][C:13]1[CH:14]=[C:15]([CH2:19][C:20](O)=[O:21])[CH:16]=[CH:17][CH:18]=1.CCCP(=O)=O.CCN(C(C)C)C(C)C, predict the reaction product. The product is: [I:2][C:3]1[N:8]=[N:7][C:6]([NH:9][C:20](=[O:21])[CH2:19][C:15]2[CH:16]=[CH:17][CH:18]=[C:13]([O:12][C:11]([F:23])([F:10])[F:24])[CH:14]=2)=[CH:5][CH:4]=1. (2) Given the reactants [NH2:1][C@H:2]1[C@@H:6]2[O:7][C:8]([CH3:11])([CH3:10])[O:9][C@@H:5]2[C@@H:4]([OH:12])[CH2:3]1.C1(C)C=CC=CC=1.[C:20]([O:24][C:25]([NH:27][C@H:28]([C:36]([OH:38])=[O:37])[CH2:29][C:30]1[CH:35]=[CH:34][CH:33]=[CH:32][CH:31]=1)=[O:26])([CH3:23])([CH3:22])[CH3:21], predict the reaction product. The product is: [C:20]([O:24][C:25]([NH:27][C@@H:28]([CH2:29][C:30]1[CH:31]=[CH:32][CH:33]=[CH:34][CH:35]=1)[C:36]([O-:38])=[O:37])=[O:26])([CH3:23])([CH3:21])[CH3:22].[OH:12][C@@H:4]1[C@H:5]2[O:9][C:8]([CH3:10])([CH3:11])[O:7][C@H:6]2[C@H:2]([NH3+:1])[CH2:3]1. (3) Given the reactants I[C:2]1[C:3](=[O:22])[NH:4][C:5](=[O:21])[N:6]([CH:20]=1)[C@@H:7]1[O:19][C@H:10]([CH2:11][O:12][C:13](=[O:18])[C:14]([CH3:17])([CH3:16])[CH3:15])[CH2:9][CH2:8]1.[CH:23]1[C:40]2=[C:41]3[C:30]([C:31]4[C:42]5[C:35](=[CH:36][CH:37]=[CH:38][C:39]2=5)[CH:34]=[CH:33][CH:32]=4)=[CH:29][CH:28]=[CH:27][C:26]3=[C:25]([C:43]#[CH:44])[CH:24]=1.CCN(CC)CC, predict the reaction product. The product is: [CH:23]1[C:40]2=[C:41]3[C:30]([C:31]4[C:42]5[C:35](=[CH:36][CH:37]=[CH:38][C:39]2=5)[CH:34]=[CH:33][CH:32]=4)=[CH:29][CH:28]=[CH:27][C:26]3=[C:25]([C:43]#[C:44][C:2]2[C:3](=[O:22])[NH:4][C:5](=[O:21])[N:6]([CH:20]=2)[C@@H:7]2[O:19][C@H:10]([CH2:11][O:12][C:13](=[O:18])[C:14]([CH3:17])([CH3:16])[CH3:15])[CH2:9][CH2:8]2)[CH:24]=1. (4) The product is: [CH3:1][C:2]1[N:7]=[C:6]([C:8]([NH:10][C:11]2[C:12]([C:22]([OH:24])=[O:23])=[N:13][N:14]([CH:16]3[CH2:21][CH2:20][CH2:19][CH2:18][O:17]3)[CH:15]=2)=[O:9])[CH:5]=[CH:4][CH:3]=1. Given the reactants [CH3:1][C:2]1[N:7]=[C:6]([C:8]([NH:10][C:11]2[C:12]([C:22]([O:24]C)=[O:23])=[N:13][N:14]([CH:16]3[CH2:21][CH2:20][CH2:19][CH2:18][O:17]3)[CH:15]=2)=[O:9])[CH:5]=[CH:4][CH:3]=1.Cl, predict the reaction product. (5) Given the reactants [CH3:1][O:2][C:3]1[CH:4]=[C:5]2[C:11]([C:12]([O:14][CH3:15])=[O:13])=[N:10][N:9](COCC[Si](C)(C)C)[C:6]2=[N:7][CH:8]=1.Cl, predict the reaction product. The product is: [CH3:1][O:2][C:3]1[CH:4]=[C:5]2[C:11]([C:12]([O:14][CH3:15])=[O:13])=[N:10][NH:9][C:6]2=[N:7][CH:8]=1. (6) Given the reactants [NH2:1][C:2]1[NH:7][C:6](=[O:8])[NH:5][C:4](=[O:9])[CH:3]=1.[CH3:10][C:11]([O-])=O.[Na+], predict the reaction product. The product is: [N:7]1[C:2]2[NH:1][CH:10]=[CH:11][C:3]=2[C:4]([OH:9])=[N:5][C:6]=1[OH:8]. (7) Given the reactants Cl.[NH:2]1[CH2:7][CH2:6][CH:5]([C:8]2[CH:15]=[CH:14][C:11]([C:12]#[N:13])=[CH:10][N:9]=2)[CH2:4][CH2:3]1.[F:16][C:17]([F:33])([F:32])[C:18]1[O:22][N:21]=[C:20]([C:23]2[CH:24]=[C:25]([CH:29]=[CH:30][CH:31]=2)[C:26](O)=[O:27])[N:19]=1, predict the reaction product. The product is: [F:32][C:17]([F:16])([F:33])[C:18]1[O:22][N:21]=[C:20]([C:23]2[CH:24]=[C:25]([CH:29]=[CH:30][CH:31]=2)[C:26]([N:2]2[CH2:3][CH2:4][CH:5]([C:8]3[CH:15]=[CH:14][C:11]([C:12]#[N:13])=[CH:10][N:9]=3)[CH2:6][CH2:7]2)=[O:27])[N:19]=1.